Dataset: Forward reaction prediction with 1.9M reactions from USPTO patents (1976-2016). Task: Predict the product of the given reaction. (1) Given the reactants [C:1]([O:5][C:6]([N:8]1[CH2:13][CH2:12][CH:11](C(O)=O)[CH:10]([OH:17])[CH2:9]1)=[O:7])([CH3:4])([CH3:3])[CH3:2].C([N:20]([CH2:23]C)CC)C.C1(P(N=[N+]=[N-])(C2C=CC=CC=2)=[O:32])C=CC=CC=1, predict the reaction product. The product is: [O:32]=[C:23]1[NH:20][C@H:11]2[C@H:10]([CH2:9][N:8]([C:6]([O:5][C:1]([CH3:2])([CH3:3])[CH3:4])=[O:7])[CH2:13][CH2:12]2)[O:17]1. (2) Given the reactants [F:1][C:2]1[CH:3]=[CH:4][C:5]([NH:8][NH:9][C:10]([N:12]2[C@H:17]([CH3:18])[CH2:16][CH2:15][CH2:14][C@@H:13]2[CH3:19])=O)=[N:6][CH:7]=1.C1(P(C2C=CC=CC=2)C2C=CC=CC=2)C=CC=CC=1.CCN(CC)CC.ClC(Cl)(Cl)C(Cl)(Cl)Cl, predict the reaction product. The product is: [CH3:19][C@H:13]1[CH2:14][CH2:15][CH2:16][C@@H:17]([CH3:18])[N:12]1[C:10]1[N:6]2[CH:7]=[C:2]([F:1])[CH:3]=[CH:4][C:5]2=[N:8][N:9]=1. (3) Given the reactants F[B-](F)(F)F.[CH3:22][O:21][C:18]1[CH:19]=[CH:20][C:15]([I+][C:15]2[CH:20]=[CH:19][C:18]([O:21][CH3:22])=[CH:17][CH:16]=2)=[CH:16][CH:17]=1.[Cl:23][C:24]1[CH:25]=[C:26]([CH:31]=[C:32]([Cl:35])[C:33]=1[OH:34])[C:27]([O:29][CH3:30])=[O:28].CCN(CC)CC, predict the reaction product. The product is: [Cl:23][C:24]1[CH:25]=[C:26]([CH:31]=[C:32]([Cl:35])[C:33]=1[O:34][C:15]1[CH:16]=[CH:17][C:18]([O:21][CH3:22])=[CH:19][CH:20]=1)[C:27]([O:29][CH3:30])=[O:28]. (4) The product is: [Cl:42][C:43]1[N:48]=[C:47]([C:7]2[N:11]3[CH:12]=[CH:13][C:14]([C:17]([O:20][Si:21]([CH2:26][CH3:27])([CH2:22][CH3:23])[CH2:24][CH3:25])([CH3:18])[CH3:19])=[C:15]([F:16])[C:10]3=[N:9][CH:8]=2)[CH:46]=[CH:45][N:44]=1. Given the reactants C([Mg]Cl)(C)C.Br[C:7]1[N:11]2[CH:12]=[CH:13][C:14]([C:17]([O:20][Si:21]([CH2:26][CH3:27])([CH2:24][CH3:25])[CH2:22][CH3:23])([CH3:19])[CH3:18])=[C:15]([F:16])[C:10]2=[N:9][CH:8]=1.C([Sn](Cl)(CCCC)CCCC)CCC.[Cl:42][C:43]1[N:48]=[C:47](Cl)[CH:46]=[CH:45][N:44]=1, predict the reaction product. (5) Given the reactants C([O:5][C:6](=[O:49])[C:7]1[CH:12]=[CH:11][CH:10]=[C:9]([CH2:13][CH:14]([NH:28][C:29](=[O:46])[CH2:30][CH2:31][N:32]2[CH2:37][CH2:36][CH:35]([NH:38]C(OC(C)(C)C)=O)[CH2:34][CH2:33]2)[B:15]2[O:23]C3C(C)(C4CC(C3)C4(C)C)[O:16]2)[C:8]=1OC)(C)(C)C.B(Cl)(Cl)Cl, predict the reaction product. The product is: [NH2:38][CH:35]1[CH2:36][CH2:37][N:32]([CH2:31][CH2:30][C:29]([NH:28][CH:14]2[CH2:13][C:9]3[CH:10]=[CH:11][CH:12]=[C:7]([C:6]([OH:5])=[O:49])[C:8]=3[O:23][B:15]2[OH:16])=[O:46])[CH2:33][CH2:34]1. (6) Given the reactants [CH2:1]([NH:4][CH2:5][CH2:6][C:7]([O:9][CH2:10][CH3:11])=[O:8])[CH:2]=[CH2:3].C(NC(C)C)(C)C.[C:19](O[C:19]([O:21][C:22]([CH3:25])([CH3:24])[CH3:23])=[O:20])([O:21][C:22]([CH3:25])([CH3:24])[CH3:23])=[O:20].O, predict the reaction product. The product is: [CH2:1]([N:4]([C:19]([O:21][C:22]([CH3:25])([CH3:24])[CH3:23])=[O:20])[CH2:5][CH2:6][C:7]([O:9][CH2:10][CH3:11])=[O:8])[CH:2]=[CH2:3]. (7) Given the reactants [CH2:1]([O:8][CH2:9][CH2:10][CH2:11][C@@H:12]([CH2:16][C:17]([O:19][C:20]([CH3:23])([CH3:22])[CH3:21])=[O:18])C([O-])=O)[C:2]1[CH:7]=[CH:6][CH:5]=[CH:4][CH:3]=1.C1(P([N:38]=[N+]=[N-])(C2C=CC=CC=2)=O)C=CC=CC=1.C[Si](C)(C)O[Na].C(O)(=O)CC(CC(O)=O)(C(O)=O)O, predict the reaction product. The product is: [NH2:38][C@@H:12]([CH2:11][CH2:10][CH2:9][O:8][CH2:1][C:2]1[CH:7]=[CH:6][CH:5]=[CH:4][CH:3]=1)[CH2:16][C:17]([O:19][C:20]([CH3:23])([CH3:22])[CH3:21])=[O:18]. (8) Given the reactants Br[C:2]1[C:3]([O:13][CH3:14])=[C:4]([CH:10]([OH:12])[CH3:11])[CH:5]=[C:6]([Cl:9])[C:7]=1[CH3:8].CC1(C)C(C)(C)OB([C:23]2[CH:28]=[CH:27][N:26]=[C:25]([C:29]#[N:30])[CH:24]=2)O1.[C:32](=O)([O-])[O-].[Na+].[Na+].ClCCl, predict the reaction product. The product is: [Cl:9][C:6]1[C:7]([CH3:8])=[C:2]([C:23]2[CH:28]=[CH:27][N:26]=[C:25]([C:29]#[N:30])[CH:24]=2)[C:3]([O:13][CH2:14][CH3:32])=[C:4]([CH:10]([OH:12])[CH3:11])[CH:5]=1. (9) Given the reactants [CH3:1][O:2][C:3]1C=C[C:6](C[O:10][CH:11]2[CH2:15][CH:14]([NH:16][C:17](=[O:23])[O:18][C:19]([CH3:22])([CH3:21])[CH3:20])[CH:13]([NH:24][C:25](=[O:37])[C:26]3[CH:31]=[CH:30][CH:29]=[CH:28][C:27]=3[N:32]3[N:36]=[CH:35][CH:34]=[N:33]3)[CH2:12]2)=[CH:5][CH:4]=1.ClC1C(=O)C(C#N)=C(C#N)C(=[O:46])C=1Cl, predict the reaction product. The product is: [CH2:5]([CH2:4][C:3]([O:2][CH3:1])=[O:46])[CH3:6].[OH:10][CH:11]1[CH2:15][CH:14]([NH:16][C:17](=[O:23])[O:18][C:19]([CH3:22])([CH3:21])[CH3:20])[CH:13]([NH:24][C:25](=[O:37])[C:26]2[CH:31]=[CH:30][CH:29]=[CH:28][C:27]=2[N:32]2[N:33]=[CH:34][CH:35]=[N:36]2)[CH2:12]1. (10) Given the reactants [CH3:1][O:2][C:3](=[O:14])[CH2:4][O:5][C:6]1[CH:11]=[CH:10][C:9]([OH:12])=[CH:8][C:7]=1[CH3:13].C([O-])([O-])=O.[Cs+].[Cs+].[C:21]1([C:35]2[CH:40]=[CH:39][CH:38]=[CH:37][CH:36]=2)[CH:26]=[CH:25][C:24]([C:27]2[S:31][C:30]([CH2:32]Br)=[N:29][C:28]=2[Br:34])=[CH:23][CH:22]=1, predict the reaction product. The product is: [CH3:1][O:2][C:3](=[O:14])[CH2:4][O:5][C:6]1[CH:11]=[CH:10][C:9]([O:12][CH2:32][C:30]2[S:31][C:27]([C:24]3[CH:25]=[CH:26][C:21]([C:35]4[CH:36]=[CH:37][CH:38]=[CH:39][CH:40]=4)=[CH:22][CH:23]=3)=[C:28]([Br:34])[N:29]=2)=[CH:8][C:7]=1[CH3:13].